Dataset: Peptide-MHC class II binding affinity with 134,281 pairs from IEDB. Task: Regression. Given a peptide amino acid sequence and an MHC pseudo amino acid sequence, predict their binding affinity value. This is MHC class II binding data. (1) The peptide sequence is WNRQLYPEATEAQRLD. The MHC is DRB1_0401 with pseudo-sequence DRB1_0401. The binding affinity (normalized) is 0.401. (2) The peptide sequence is DLVANQPNLKALREK. The MHC is DRB1_0101 with pseudo-sequence DRB1_0101. The binding affinity (normalized) is 0.449. (3) The peptide sequence is KHLAVLVKYEGDTMA. The MHC is DRB1_1602 with pseudo-sequence DRB1_1602. The binding affinity (normalized) is 0.393. (4) The peptide sequence is LISWGHYPLHLRYYR. The MHC is DRB1_0301 with pseudo-sequence DRB1_0301. The binding affinity (normalized) is 0.184. (5) The peptide sequence is HSELAKGVALDGVLS. The MHC is DRB1_0101 with pseudo-sequence DRB1_0101. The binding affinity (normalized) is 0.612. (6) The peptide sequence is APTGMFVAGAKYMVI. The MHC is HLA-DQA10104-DQB10503 with pseudo-sequence HLA-DQA10104-DQB10503. The binding affinity (normalized) is 0.167. (7) The peptide sequence is SLRETACLGKAYAQMWT. The MHC is DRB1_1501 with pseudo-sequence DRB1_1501. The binding affinity (normalized) is 0.527. (8) The binding affinity (normalized) is 0.298. The MHC is DRB1_1501 with pseudo-sequence DRB1_1501. The peptide sequence is PKGGAESSSKAALTS. (9) The peptide sequence is DEELLKAVRIIKILYQSNP. The MHC is HLA-DPA10201-DPB10501 with pseudo-sequence HLA-DPA10201-DPB10501. The binding affinity (normalized) is 0.453.